This data is from Aqueous solubility values for 9,982 compounds from the AqSolDB database. The task is: Regression/Classification. Given a drug SMILES string, predict its absorption, distribution, metabolism, or excretion properties. Task type varies by dataset: regression for continuous measurements (e.g., permeability, clearance, half-life) or binary classification for categorical outcomes (e.g., BBB penetration, CYP inhibition). For this dataset (solubility_aqsoldb), we predict Y. The drug is COCc1ccccc1. The Y is -1.61 log mol/L.